This data is from Reaction yield outcomes from USPTO patents with 853,638 reactions. The task is: Predict the reaction yield, written as a fraction of the theoretical maximum amount of product (1.0 means a 100% yield; for example, 0.34 means a 34% yield). (1) The reactants are [Br:1]Br.[O:3]1[C:7]2[C:8]([CH:12]([C:19]3[CH:24]=[CH:23][CH:22]=[CH:21][N:20]=3)[CH2:13][C:14]3[NH:15][CH2:16][CH2:17][N:18]=3)=[CH:9][CH:10]=[CH:11][C:6]=2[CH2:5][CH2:4]1.N#N. The catalyst is CC(O)=O. The product is [Br:1][C:10]1[CH:9]=[C:8]([CH:12]([C:19]2[CH:24]=[CH:23][CH:22]=[CH:21][N:20]=2)[CH2:13][C:14]2[NH:15][CH2:16][CH2:17][N:18]=2)[C:7]2[O:3][CH2:4][CH2:5][C:6]=2[CH:11]=1. The yield is 0.930. (2) The reactants are [N:1]1[C:10]2[C:5](=[CH:6][CH:7]=[CH:8][CH:9]=2)[CH:4]=[CH:3][C:2]=1[CH2:11][O:12][C:13]1[CH:18]=[CH:17][C:16]([CH2:19][C:20]([OH:22])=[O:21])=[CH:15][CH:14]=1.Br.Br[CH2:25][C:26]([C:28]1[CH:33]=[CH:32][N:31]=[CH:30][CH:29]=1)=O.C1CCN2C(=NCCC2)CC1. The catalyst is C(#N)C. The product is [N:31]1[CH:32]=[CH:33][C:28]([C:26]2[CH2:25][O:21][C:20](=[O:22])[C:19]=2[C:16]2[CH:15]=[CH:14][C:13]([O:12][CH2:11][C:2]3[CH:3]=[CH:4][C:5]4[C:10](=[CH:9][CH:8]=[CH:7][CH:6]=4)[N:1]=3)=[CH:18][CH:17]=2)=[CH:29][CH:30]=1. The yield is 0.150. (3) The reactants are [N:1]1([C:12](=[O:13])[C:11]2[N:10]([CH2:14][C:15]([OH:17])=O)[CH:9]=[N:8][C:7]=2[N:5]([CH3:6])[C:3]1=[O:4])[CH3:2].[C:18]([C:20]1[CH:28]=[CH:27][C:23]([CH2:24][CH2:25][NH2:26])=[CH:22][CH:21]=1)#[N:19]. The catalyst is CCOC(C)=O. The product is [C:18]([C:20]1[CH:28]=[CH:27][C:23]([CH2:24][CH2:25][NH:26][C:15](=[O:17])[CH2:14][N:10]2[C:11]3[C:12](=[O:13])[N:1]([CH3:2])[C:3](=[O:4])[N:5]([CH3:6])[C:7]=3[N:8]=[CH:9]2)=[CH:22][CH:21]=1)#[N:19]. The yield is 0.210. (4) The reactants are [OH:1][CH:2]1[CH:7]([NH:8][C:9](=[O:15])[O:10][C:11]([CH3:14])([CH3:13])[CH3:12])[CH:6]=[C:5]([C:16]2[CH:21]=[CH:20][N:19]=[CH:18][C:17]=2[N+:22]([O-:24])=[O:23])[CH2:4][CH:3]1[CH3:25].C(N(CC)CC)C.[CH3:33][S:34](Cl)(=[O:36])=[O:35].O. The catalyst is C(Cl)Cl. The product is [CH3:33][S:34]([O:1][CH:2]1[CH:3]([CH3:25])[CH2:4][C:5]([C:16]2[CH:21]=[CH:20][N:19]=[CH:18][C:17]=2[N+:22]([O-:24])=[O:23])=[CH:6][CH:7]1[NH:8][C:9]([O:10][C:11]([CH3:12])([CH3:13])[CH3:14])=[O:15])(=[O:36])=[O:35]. The yield is 0.650. (5) The reactants are [C:1]([O:4][CH2:5][CH2:6][N:7]([CH2:26][CH2:27][CH2:28][CH2:29][N:30]([CH2:34][CH2:35][CH3:36])[CH2:31][CH2:32][CH3:33])[CH2:8][C:9]1[CH:14]=[CH:13][C:12]([CH2:15][N:16]=CC2C=CC(OC)=CC=2)=[CH:11][CH:10]=1)(=[O:3])[CH3:2].Cl. The catalyst is C(O)C. The product is [C:1]([O:4][CH2:5][CH2:6][N:7]([CH2:8][C:9]1[CH:14]=[CH:13][C:12]([CH2:15][NH2:16])=[CH:11][CH:10]=1)[CH2:26][CH2:27][CH2:28][CH2:29][N:30]([CH2:31][CH2:32][CH3:33])[CH2:34][CH2:35][CH3:36])(=[O:3])[CH3:2]. The yield is 0.980.